From a dataset of Full USPTO retrosynthesis dataset with 1.9M reactions from patents (1976-2016). Predict the reactants needed to synthesize the given product. (1) Given the product [Br:10][C:11]1[C:12]([CH:25]=[O:2])=[CH:13][C:14]([O:23][CH3:24])=[C:15]([CH:17]([CH3:22])[C:18]([O:20][CH3:21])=[O:19])[CH:16]=1, predict the reactants needed to synthesize it. The reactants are: [N+](C(C)C)([O-])=[O:2].C[O-].[Na+].[Br:10][C:11]1[C:12]([CH2:25]Br)=[CH:13][C:14]([O:23][CH3:24])=[C:15]([CH:17]([CH3:22])[C:18]([O:20][CH3:21])=[O:19])[CH:16]=1. (2) Given the product [C:1]([O:9][C@H:10]1[CH2:15][CH2:14][CH2:13][CH2:12][C:11]1=[O:16])(=[O:8])[C:2]1[CH:3]=[CH:4][CH:5]=[CH:6][CH:7]=1, predict the reactants needed to synthesize it. The reactants are: [C:1]([O:9][C@@:10]12[O:16][C@@H:11]1[CH2:12][CH2:13][CH2:14][CH2:15]2)(=[O:8])[C:2]1[CH:7]=[CH:6][CH:5]=[CH:4][CH:3]=1. (3) Given the product [CH2:33]([N:40]1[CH2:46][CH2:45][CH2:44][N:43]([C:14]([CH:10]2[N:11]([CH3:21])[CH2:12][CH2:13][N:8]([C:1]([O:3][C:4]([CH3:5])([CH3:6])[CH3:7])=[O:2])[CH2:9]2)=[O:16])[CH2:42][CH2:41]1)[C:34]1[CH:35]=[CH:36][CH:37]=[CH:38][CH:39]=1, predict the reactants needed to synthesize it. The reactants are: [C:1]([N:8]1[CH2:13][CH2:12][NH:11][C@H:10]([C:14]([OH:16])=O)[CH2:9]1)([O:3][C:4]([CH3:7])([CH3:6])[CH3:5])=[O:2].C=O.[BH-](OC(C)=O)(OC(C)=O)O[C:21](C)=O.[Na+].[CH2:33]([N:40]1[CH2:46][CH2:45][CH2:44][NH:43][CH2:42][CH2:41]1)[C:34]1[CH:39]=[CH:38][CH:37]=[CH:36][CH:35]=1.CCN(C(C)C)C(C)C.CN(C(ON1N=NC2C=CC=CC1=2)=[N+](C)C)C.F[P-](F)(F)(F)(F)F. (4) Given the product [CH2:62]([O:64][C:65](=[O:68])[CH2:66][N:7]1[C:15]2[C:14](=[C:13]([CH2:16][O:17][C:18]3[CH:23]=[CH:22][C:21]([C:24]4[CH:29]=[C:28]([F:30])[C:27]([F:31])=[CH:26][C:25]=4[O:32][CH3:33])=[CH:20][CH:19]=3)[CH:12]=[CH:11][CH:10]=2)[CH:9]=[CH:8]1)[CH3:63], predict the reactants needed to synthesize it. The reactants are: C(OC(=O)CC[N:7]1[C:15]2[C:10](=[CH:11][CH:12]=[C:13]([CH2:16][O:17][C:18]3[CH:23]=[CH:22][C:21]([C:24]4[CH:29]=[C:28]([F:30])[C:27]([F:31])=[CH:26][C:25]=4[O:32][CH3:33])=[CH:20][CH:19]=3)[CH:14]=2)[CH:9]=[CH:8]1)C.FC1C(F)=CC(C2C=CC(OCC3C=CC=C4C=3C=CN4)=CC=2)=C(OC)C=1.[CH2:62]([O:64][C:65](=[O:68])[CH2:66]Br)[CH3:63].